Dataset: Catalyst prediction with 721,799 reactions and 888 catalyst types from USPTO. Task: Predict which catalyst facilitates the given reaction. (1) Reactant: [O-]P([O-])([O-])=O.[K+].[K+].[K+].[C:9]1([S:15]([CH2:18][C:19]2[C:24]([C:25]([O:27][CH3:28])=[O:26])=[C:23](OS(C(F)(F)F)(=O)=O)[C:22]([C:37]3[CH:41]=[CH:40][O:39][CH:38]=3)=[CH:21][CH:20]=2)(=[O:17])=[O:16])[CH:14]=[CH:13][CH:12]=[CH:11][CH:10]=1.[CH2:42]1COC[CH2:43]1. Product: [C:9]1([S:15]([CH2:18][C:19]2[C:24]([C:25]([O:27][CH3:28])=[O:26])=[C:23]([CH2:42][CH3:43])[C:22]([C:37]3[CH:41]=[CH:40][O:39][CH:38]=3)=[CH:21][CH:20]=2)(=[O:16])=[O:17])[CH:14]=[CH:13][CH:12]=[CH:11][CH:10]=1. The catalyst class is: 6. (2) Reactant: Br[C:2]1[C:3]2[N:4]([CH:9]=[CH:10][N:11]=2)[N:5]=[C:6]([Cl:8])[CH:7]=1.[CH3:12][CH2:13][O:14][C:15]1[CH:16]=[CH:17][C:18]([NH2:21])=[CH:19][CH:20]=1.CC([O-])(C)C.[K+]. Product: [Cl:8][C:6]1[CH:7]=[C:2]([NH:21][C:18]2[CH:17]=[CH:16][C:15]([O:14][CH2:13][CH3:12])=[CH:20][CH:19]=2)[C:3]2[N:4]([CH:9]=[CH:10][N:11]=2)[N:5]=1. The catalyst class is: 1. (3) Reactant: [CH3:1][C:2]1([CH3:22])[C:10]2[C:5](=[CH:6][C:7]([N+:11]([O-])=O)=[CH:8][CH:9]=2)[N:4]([C:14]([O:16][C:17]([CH3:20])([CH3:19])[CH3:18])=[O:15])[C:3]1=[O:21].[H][H].C(OCC)(=O)C. Product: [NH2:11][C:7]1[CH:6]=[C:5]2[C:10]([C:2]([CH3:22])([CH3:1])[C:3](=[O:21])[N:4]2[C:14]([O:16][C:17]([CH3:19])([CH3:18])[CH3:20])=[O:15])=[CH:9][CH:8]=1. The catalyst class is: 19.